Dataset: Catalyst prediction with 721,799 reactions and 888 catalyst types from USPTO. Task: Predict which catalyst facilitates the given reaction. (1) Product: [CH3:9][O:10][C:11]([C:13]1[CH:14]=[C:15]([CH3:39])[C:16]2[O:22][C:21]3[C:23]([Cl:35])=[CH:24][C:25]([N:27]4[CH2:28][CH2:29][N:8]([CH2:1][C:2]5[CH:7]=[CH:6][CH:5]=[CH:4][CH:3]=5)[CH2:32][C:31]4=[O:34])=[CH:26][C:20]=3[CH2:19][S:18](=[O:36])(=[O:37])[C:17]=2[CH:38]=1)=[O:12]. The catalyst class is: 3. Reactant: [CH2:1]([NH2:8])[C:2]1[CH:7]=[CH:6][CH:5]=[CH:4][CH:3]=1.[CH3:9][O:10][C:11]([C:13]1[CH:14]=[C:15]([CH3:39])[C:16]2[O:22][C:21]3[C:23]([Cl:35])=[CH:24][C:25]([N:27]([C:31](=[O:34])[CH2:32]Cl)[CH2:28][CH2:29]Cl)=[CH:26][C:20]=3[CH2:19][S:18](=[O:37])(=[O:36])[C:17]=2[CH:38]=1)=[O:12]. (2) Reactant: [NH2:1][C:2]1[CH:7]=[CH:6][C:5]([CH2:8][CH2:9][C:10]2[N:11]=[C:12]([NH:26][C:27](=[O:29])[CH3:28])[S:13][C:14]=2[CH2:15][C:16]2[CH:21]=[CH:20][C:19]([S:22]([CH3:25])(=[O:24])=[O:23])=[CH:18][CH:17]=2)=[CH:4][CH:3]=1.[C:30]([O:34][C:35](O[C:35]([O:34][C:30]([CH3:33])([CH3:32])[CH3:31])=[O:36])=[O:36])([CH3:33])([CH3:32])[CH3:31]. Product: [C:27]([NH:26][C:12]1[S:13][C:14]([CH2:15][C:16]2[CH:21]=[CH:20][C:19]([S:22]([CH3:25])(=[O:24])=[O:23])=[CH:18][CH:17]=2)=[C:10]([CH2:9][CH2:8][C:5]2[CH:4]=[CH:3][C:2]([NH:1][C:35](=[O:36])[O:34][C:30]([CH3:33])([CH3:32])[CH3:31])=[CH:7][CH:6]=2)[N:11]=1)(=[O:29])[CH3:28]. The catalyst class is: 1. (3) Reactant: N[CH2:2][C:3]1[CH:4]=[C:5]2[C:9](=[C:10]([CH3:12])[CH:11]=1)[C:8](=[O:13])[N:7]([CH2:14][C:15]1[CH:20]=[CH:19][C:18]([O:21][C:22]([F:25])([F:24])[F:23])=[CH:17][CH:16]=1)[CH2:6]2.[N+]([O-])([O-])=O.[Na+].[BrH:31]. Product: [Br:31][CH2:2][C:3]1[CH:4]=[C:5]2[C:9](=[C:10]([CH3:12])[CH:11]=1)[C:8](=[O:13])[N:7]([CH2:14][C:15]1[CH:20]=[CH:19][C:18]([O:21][C:22]([F:25])([F:24])[F:23])=[CH:17][CH:16]=1)[CH2:6]2. The catalyst class is: 6. (4) The catalyst class is: 258. Product: [CH3:34][C:29]1([CH3:35])[C:30]([CH3:33])([CH3:32])[O:31][B:27]([C:2]2[CH:7]=[CH:6][C:5]([S:8]([NH:11][CH2:12][CH2:13][CH2:14][CH2:15][CH2:16][CH2:17][CH2:18][CH2:19][CH2:20][CH2:21][CH2:22][C:23]([O:25][CH3:26])=[O:24])(=[O:10])=[O:9])=[CH:4][CH:3]=2)[O:28]1. Reactant: Br[C:2]1[CH:7]=[CH:6][C:5]([S:8]([NH:11][CH2:12][CH2:13][CH2:14][CH2:15][CH2:16][CH2:17][CH2:18][CH2:19][CH2:20][CH2:21][CH2:22][C:23]([O:25][CH3:26])=[O:24])(=[O:10])=[O:9])=[CH:4][CH:3]=1.[B:27]1([B:27]2[O:31][C:30]([CH3:33])([CH3:32])[C:29]([CH3:35])([CH3:34])[O:28]2)[O:31][C:30]([CH3:33])([CH3:32])[C:29]([CH3:35])([CH3:34])[O:28]1.C([O-])(=O)C.[K+].CO. (5) Reactant: [OH-].[K+].[C:3]1(=[O:10])[CH2:8][CH2:7][CH2:6][C:5](=[O:9])[CH2:4]1.Cl[CH2:12][C:13](=[O:15])[CH3:14]. Product: [O:15]=[C:13]([CH3:14])[CH2:12][CH:4]1[C:5](=[O:9])[CH2:6][CH2:7][CH2:8][C:3]1=[O:10]. The catalyst class is: 97.